Dataset: HIV replication inhibition screening data with 41,000+ compounds from the AIDS Antiviral Screen. Task: Binary Classification. Given a drug SMILES string, predict its activity (active/inactive) in a high-throughput screening assay against a specified biological target. (1) The molecule is Cc1ccc(SCC(CSCCO)OCn2cnc3c2NC(=N)NC32OCCO2)cc1. The result is 0 (inactive). (2) The compound is O=C1C2=Cc3ccccc3OC2(O)Oc2cc(O)ccc21. The result is 0 (inactive). (3) The molecule is C[n+]1cn(-c2ccc([N+](=O)[O-])cn2)c2ccccc21.[I-]. The result is 0 (inactive). (4) The drug is N#Cc1nc(C(F)(F)F)oc1N. The result is 0 (inactive). (5) The molecule is Clc1cccc(Cl)c1Nc1ccccc1Cc1nc2ccccc2[nH]1. The result is 0 (inactive). (6) The compound is COC(=O)C(Br)C1CCc2ccccc21. The result is 0 (inactive). (7) The molecule is Cc1ccc(S(=O)(=O)O)cc1.N=C(NO)NN=Cc1cccs1. The result is 0 (inactive). (8) The compound is CCC(Cl)=NOC(=O)Nc1ccc(F)cc1F. The result is 0 (inactive). (9) The compound is O=C(O)C=CCCC1SCC2NC(=O)NC21. The result is 0 (inactive).